This data is from CYP2C19 inhibition data for predicting drug metabolism from PubChem BioAssay. The task is: Regression/Classification. Given a drug SMILES string, predict its absorption, distribution, metabolism, or excretion properties. Task type varies by dataset: regression for continuous measurements (e.g., permeability, clearance, half-life) or binary classification for categorical outcomes (e.g., BBB penetration, CYP inhibition). Dataset: cyp2c19_veith. The result is 1 (inhibitor). The drug is COc1ccc(-n2nnnc2-c2cn(C)nc2C(F)(F)F)cc1.